This data is from Full USPTO retrosynthesis dataset with 1.9M reactions from patents (1976-2016). The task is: Predict the reactants needed to synthesize the given product. (1) Given the product [OH:4][C:5]1[C:6]([CH2:13][CH2:14][CH3:15])=[N:7][CH:8]=[CH:9][C:10]=1[CH:11]=[O:12], predict the reactants needed to synthesize it. The reactants are: COC[O:4][C:5]1[C:6]([CH2:13][CH2:14][CH3:15])=[N:7][CH:8]=[CH:9][C:10]=1[CH:11]=[O:12].Cl.C([O-])([O-])=O.[K+].[K+]. (2) Given the product [C:20]([C:10]1[C:11]([C:13]2[CH:18]=[CH:17][CH:16]=[CH:15][C:14]=2[Cl:19])=[CH:12][N:8]([C:6]2[C:5]([Cl:23])=[CH:4][N:3]=[C:2]([NH:1][C:24](=[O:27])[O:25][CH3:26])[CH:7]=2)[CH:9]=1)(=[O:21])[NH2:22], predict the reactants needed to synthesize it. The reactants are: [NH2:1][C:2]1[CH:7]=[C:6]([N:8]2[CH:12]=[C:11]([C:13]3[CH:18]=[CH:17][CH:16]=[CH:15][C:14]=3[Cl:19])[C:10]([C:20]([NH2:22])=[O:21])=[CH:9]2)[C:5]([Cl:23])=[CH:4][N:3]=1.[C:24](Cl)(=[O:27])[O:25][CH3:26]. (3) Given the product [CH:13]1[C:8]([CH2:7][C@@H:6]([NH2:17])[CH2:5][C:4]([N:18]2[CH2:19][C:20]3=[N:26][N:25]=[C:24]([C:27]([F:30])([F:29])[F:28])[N:21]3[CH2:22][CH2:23]2)=[O:3])=[C:9]([F:16])[CH:10]=[C:11]([F:15])[C:12]=1[F:14].[C:31]1([CH3:54])[CH:36]=[CH:35][C:34]([C@@:37]([C:51]([O-:53])=[O:52])([OH:50])[C@@:38]([C:43]2[CH:48]=[CH:47][C:46]([CH3:49])=[CH:45][CH:44]=2)([OH:42])[C:39]([O-:41])=[O:40])=[CH:33][CH:32]=1, predict the reactants needed to synthesize it. The reactants are: CO.[O:3]=[C:4]([N:18]1[CH2:23][CH2:22][N:21]2[C:24]([C:27]([F:30])([F:29])[F:28])=[N:25][N:26]=[C:20]2[CH2:19]1)[CH2:5][CH:6]([NH2:17])[CH2:7][C:8]1[CH:13]=[C:12]([F:14])[C:11]([F:15])=[CH:10][C:9]=1[F:16].[C:31]1([CH3:54])[CH:36]=[CH:35][C:34]([C@@:37]([C:51]([OH:53])=[O:52])([OH:50])[C@@:38]([C:43]2[CH:48]=[CH:47][C:46]([CH3:49])=[CH:45][CH:44]=2)([OH:42])[C:39]([OH:41])=[O:40])=[CH:33][CH:32]=1.